From a dataset of Catalyst prediction with 721,799 reactions and 888 catalyst types from USPTO. Predict which catalyst facilitates the given reaction. (1) Reactant: I[C:2]1[CH:9]=[CH:8][C:5]([C:6]#[N:7])=[CH:4][CH:3]=1.C([Mg]Cl)(C)C.[Sn:15](Cl)([CH2:24][CH2:25][CH2:26][CH3:27])([CH2:20][CH2:21][CH2:22][CH3:23])[CH2:16][CH2:17][CH2:18][CH3:19]. Product: [CH2:24]([Sn:15]([CH2:16][CH2:17][CH2:18][CH3:19])([CH2:20][CH2:21][CH2:22][CH3:23])[C:2]1[CH:9]=[CH:8][C:5]([C:6]#[N:7])=[CH:4][CH:3]=1)[CH2:25][CH2:26][CH3:27]. The catalyst class is: 1. (2) Reactant: [Cl:1][C:2]1[CH:9]=[CH:8][CH:7]=[CH:6][C:3]=1[CH:4]=O.F[B-](F)(F)F.[CH:15]1([S+](C2C=CC=CC=2)C2C=CC=CC=2)[CH2:17][CH2:16]1.CC([O-:35])(C)C.[K+]. Product: [Cl:1][C:2]1[CH:9]=[CH:8][CH:7]=[CH:6][C:3]=1[CH:4]1[CH2:17][CH2:15][C:16]1=[O:35]. The catalyst class is: 1. (3) Reactant: [NH2:1][C:2]1[C:12]([N+:13]([O-])=O)=[CH:11][C:5]([C:6]([O:8][CH2:9][CH3:10])=[O:7])=[C:4]([O:16][CH2:17][CH:18]([F:20])[F:19])[CH:3]=1. Product: [NH2:1][C:2]1[C:12]([NH2:13])=[CH:11][C:5]([C:6]([O:8][CH2:9][CH3:10])=[O:7])=[C:4]([O:16][CH2:17][CH:18]([F:19])[F:20])[CH:3]=1. The catalyst class is: 814. (4) Reactant: [Br:1][C:2]1[CH:7]=[CH:6][C:5]([C:8]([NH2:11])([CH3:10])[CH3:9])=[C:4]([CH3:12])[CH:3]=1.[CH2:13]([O:16][CH2:17][CH2:18]Br)[CH2:14]Br.C(N(CC)C(C)C)(C)C. Product: [Br:1][C:2]1[CH:7]=[CH:6][C:5]([C:8]([N:11]2[CH2:18][CH2:17][O:16][CH2:13][CH2:14]2)([CH3:9])[CH3:10])=[C:4]([CH3:12])[CH:3]=1. The catalyst class is: 3. (5) Reactant: [Br:1][C:2]1[CH:10]=[C:9]2[C:5]([CH:6]=[CH:7][NH:8]2)=[CH:4][CH:3]=1.[C:11](Cl)(=[O:15])[C:12](Cl)=[O:13].C([O-])(O)=[O:18].[Na+]. Product: [Br:1][C:2]1[CH:10]=[C:9]2[C:5]([C:6]([C:11](=[O:15])[C:12]([OH:18])=[O:13])=[CH:7][NH:8]2)=[CH:4][CH:3]=1. The catalyst class is: 28. (6) Reactant: C(=O)([O-])[O-].[K+].[K+].Cl.Cl.[CH2:9]([N:12]1[CH2:17][CH2:16][NH:15][CH2:14][CH2:13]1)[CH2:10][CH3:11].[CH2:18]([O:25][C:26]1[CH:50]=[CH:49][C:48]([O:51][CH2:52][CH2:53]Br)=[CH:47][C:27]=1[C:28]([NH:30][C:31]1[CH:40]=[C:39]([C:41]2[CH:46]=[CH:45][CH:44]=[CH:43][CH:42]=2)[CH:38]=[CH:37][C:32]=1[C:33]([O:35][CH3:36])=[O:34])=[O:29])[C:19]1[CH:24]=[CH:23][CH:22]=[CH:21][CH:20]=1. Product: [CH2:18]([O:25][C:26]1[CH:50]=[CH:49][C:48]([O:51][CH2:52][CH2:53][N:15]2[CH2:16][CH2:17][N:12]([CH2:9][CH2:10][CH3:11])[CH2:13][CH2:14]2)=[CH:47][C:27]=1[C:28]([NH:30][C:31]1[CH:40]=[C:39]([C:41]2[CH:42]=[CH:43][CH:44]=[CH:45][CH:46]=2)[CH:38]=[CH:37][C:32]=1[C:33]([O:35][CH3:36])=[O:34])=[O:29])[C:19]1[CH:20]=[CH:21][CH:22]=[CH:23][CH:24]=1. The catalyst class is: 21. (7) Reactant: [CH3:1][C:2]1([CH3:15])[O:14][C:6]2=[C:7]([CH3:13])[N:8]=[CH:9][C:10]([CH2:11][NH2:12])=[C:5]2[CH2:4][O:3]1.[C:16]([C:20]1[CH:28]=[CH:27][C:23]([C:24](O)=[O:25])=[CH:22][CH:21]=1)([CH3:19])([CH3:18])[CH3:17].C(Cl)CCl.C(=O)(O)[O-].[Na+]. Product: [C:16]([C:20]1[CH:21]=[CH:22][C:23]([C:24]([NH:12][CH2:11][C:10]2[CH:9]=[N:8][C:7]([CH3:13])=[C:6]3[O:14][C:2]([CH3:15])([CH3:1])[O:3][CH2:4][C:5]=23)=[O:25])=[CH:27][CH:28]=1)([CH3:19])([CH3:17])[CH3:18]. The catalyst class is: 166.